From a dataset of NCI-60 drug combinations with 297,098 pairs across 59 cell lines. Regression. Given two drug SMILES strings and cell line genomic features, predict the synergy score measuring deviation from expected non-interaction effect. (1) Drug 1: CS(=O)(=O)C1=CC(=C(C=C1)C(=O)NC2=CC(=C(C=C2)Cl)C3=CC=CC=N3)Cl. Drug 2: C1=NC2=C(N1)C(=S)N=CN2. Cell line: HCC-2998. Synergy scores: CSS=12.7, Synergy_ZIP=-7.58, Synergy_Bliss=-8.09, Synergy_Loewe=-18.8, Synergy_HSA=-7.79. (2) Drug 1: C1=CC(=CC=C1CC(C(=O)O)N)N(CCCl)CCCl.Cl. Drug 2: CC(C1=C(C=CC(=C1Cl)F)Cl)OC2=C(N=CC(=C2)C3=CN(N=C3)C4CCNCC4)N. Cell line: MDA-MB-231. Synergy scores: CSS=8.35, Synergy_ZIP=-5.98, Synergy_Bliss=-4.31, Synergy_Loewe=-4.71, Synergy_HSA=-4.10. (3) Drug 1: CC1=C(N=C(N=C1N)C(CC(=O)N)NCC(C(=O)N)N)C(=O)NC(C(C2=CN=CN2)OC3C(C(C(C(O3)CO)O)O)OC4C(C(C(C(O4)CO)O)OC(=O)N)O)C(=O)NC(C)C(C(C)C(=O)NC(C(C)O)C(=O)NCCC5=NC(=CS5)C6=NC(=CS6)C(=O)NCCC[S+](C)C)O. Drug 2: COCCOC1=C(C=C2C(=C1)C(=NC=N2)NC3=CC=CC(=C3)C#C)OCCOC.Cl. Cell line: OVCAR-8. Synergy scores: CSS=38.7, Synergy_ZIP=0.754, Synergy_Bliss=0.761, Synergy_Loewe=-1.94, Synergy_HSA=3.43. (4) Drug 2: CC1CCCC2(C(O2)CC(NC(=O)CC(C(C(=O)C(C1O)C)(C)C)O)C(=CC3=CSC(=N3)C)C)C. Synergy scores: CSS=34.6, Synergy_ZIP=-0.603, Synergy_Bliss=0.680, Synergy_Loewe=-6.20, Synergy_HSA=-0.440. Drug 1: CC1C(C(=O)NC(C(=O)N2CCCC2C(=O)N(CC(=O)N(C(C(=O)O1)C(C)C)C)C)C(C)C)NC(=O)C3=C4C(=C(C=C3)C)OC5=C(C(=O)C(=C(C5=N4)C(=O)NC6C(OC(=O)C(N(C(=O)CN(C(=O)C7CCCN7C(=O)C(NC6=O)C(C)C)C)C)C(C)C)C)N)C. Cell line: OVCAR-4. (5) Drug 1: CC1OCC2C(O1)C(C(C(O2)OC3C4COC(=O)C4C(C5=CC6=C(C=C35)OCO6)C7=CC(=C(C(=C7)OC)O)OC)O)O. Drug 2: N.N.Cl[Pt+2]Cl. Cell line: UACC-257. Synergy scores: CSS=-0.0840, Synergy_ZIP=-1.28, Synergy_Bliss=-0.938, Synergy_Loewe=-6.87, Synergy_HSA=-3.54. (6) Drug 1: COC1=NC(=NC2=C1N=CN2C3C(C(C(O3)CO)O)O)N. Drug 2: CC12CCC3C(C1CCC2O)C(CC4=C3C=CC(=C4)O)CCCCCCCCCS(=O)CCCC(C(F)(F)F)(F)F. Cell line: SK-MEL-28. Synergy scores: CSS=21.0, Synergy_ZIP=-4.67, Synergy_Bliss=-0.723, Synergy_Loewe=-1.71, Synergy_HSA=-0.0347. (7) Drug 1: CC1=C(C(CCC1)(C)C)C=CC(=CC=CC(=CC(=O)O)C)C. Drug 2: CC(C)NC(=O)C1=CC=C(C=C1)CNNC.Cl. Cell line: A549. Synergy scores: CSS=21.3, Synergy_ZIP=-4.02, Synergy_Bliss=0.917, Synergy_Loewe=-8.93, Synergy_HSA=0.0109. (8) Drug 1: CC12CCC3C(C1CCC2NC(=O)OCC(F)(F)F)CCC4C3(C=CC(=O)N4C)C. Drug 2: C1CC(C1)(C(=O)O)C(=O)O.[NH2-].[NH2-].[Pt+2]. Cell line: T-47D. Synergy scores: CSS=11.6, Synergy_ZIP=0.0140, Synergy_Bliss=-0.455, Synergy_Loewe=1.13, Synergy_HSA=1.45. (9) Drug 1: C1CN(P(=O)(OC1)NCCCl)CCCl. Drug 2: CC1CCCC2(C(O2)CC(NC(=O)CC(C(C(=O)C(C1O)C)(C)C)O)C(=CC3=CSC(=N3)C)C)C. Cell line: UACC62. Synergy scores: CSS=28.9, Synergy_ZIP=2.70, Synergy_Bliss=0.983, Synergy_Loewe=-30.6, Synergy_HSA=0.657.